This data is from Forward reaction prediction with 1.9M reactions from USPTO patents (1976-2016). The task is: Predict the product of the given reaction. (1) Given the reactants [CH3:1][N:2]([CH3:13])[S:3]([N:6]1[CH:10]=[CH:9][C:8]([CH2:11][CH3:12])=[N:7]1)(=[O:5])=[O:4].[Br:14]N1C(=O)CCC1=O.O, predict the reaction product. The product is: [CH3:1][N:2]([CH3:13])[S:3]([N:6]1[CH:10]=[C:9]([Br:14])[C:8]([CH2:11][CH3:12])=[N:7]1)(=[O:4])=[O:5]. (2) Given the reactants C([O:5][N:6]=[C:7]1[C:16]2[C:11](=[CH:12][CH:13]=[C:14]([OH:17])[CH:15]=2)[O:10][C:9]([C:18]2[N:19]=[CH:20][C:21]3[N:22]([CH:24]=[CH:25][CH:26]=3)[CH:23]=2)=[CH:8]1)(C)(C)C.Cl.[Cl:28][CH2:29][CH2:30][N:31]1[CH2:36][CH2:35][C:34]([F:38])([F:37])[CH2:33][CH2:32]1, predict the reaction product. The product is: [ClH:28].[F:37][C:34]1([F:38])[CH2:35][CH2:36][N:31]([CH2:30][CH2:29][O:17][C:14]2[CH:15]=[C:16]3[C:11](=[CH:12][CH:13]=2)[O:10][C:9]([C:18]2[N:19]=[CH:20][C:21]4[N:22]([CH:24]=[CH:25][CH:26]=4)[CH:23]=2)=[CH:8][C:7]3=[N:6][OH:5])[CH2:32][CH2:33]1. (3) Given the reactants Cl[C:2]1[N:3]=[C:4]2[CH:9]=[CH:8][CH:7]=[CH:6][N:5]2[C:10]=1[C:11]([O:13][CH2:14][CH3:15])=[O:12].[CH2:16]([N:18]1[C:26]2[C:21](=[N:22][CH:23]=[C:24]([CH3:27])[CH:25]=2)[N:20]([C:28]2[CH:33]=[CH:32][C:31]([OH:34])=[CH:30][CH:29]=2)[C:19]1=[O:35])[CH3:17].[H-].[Na+], predict the reaction product. The product is: [CH2:16]([N:18]1[C:26]2[C:21](=[N:22][CH:23]=[C:24]([CH3:27])[CH:25]=2)[N:20]([C:28]2[CH:33]=[CH:32][C:31]([O:34][C:2]3[N:3]=[C:4]4[CH:9]=[CH:8][CH:7]=[CH:6][N:5]4[C:10]=3[C:11]([O:13][CH2:14][CH3:15])=[O:12])=[CH:30][CH:29]=2)[C:19]1=[O:35])[CH3:17].